Dataset: Merck oncology drug combination screen with 23,052 pairs across 39 cell lines. Task: Regression. Given two drug SMILES strings and cell line genomic features, predict the synergy score measuring deviation from expected non-interaction effect. (1) Drug 1: Cc1nc(Nc2ncc(C(=O)Nc3c(C)cccc3Cl)s2)cc(N2CCN(CCO)CC2)n1. Drug 2: NC1CCCCC1N.O=C(O)C(=O)O.[Pt+2]. Cell line: HCT116. Synergy scores: synergy=-25.2. (2) Drug 1: CC(=O)OC1C(=O)C2(C)C(O)CC3OCC3(OC(C)=O)C2C(OC(=O)c2ccccc2)C2(O)CC(OC(=O)C(O)C(NC(=O)c3ccccc3)c3ccccc3)C(C)=C1C2(C)C. Drug 2: O=C(CCCCCCC(=O)Nc1ccccc1)NO. Cell line: VCAP. Synergy scores: synergy=11.6. (3) Drug 1: CS(=O)(=O)CCNCc1ccc(-c2ccc3ncnc(Nc4ccc(OCc5cccc(F)c5)c(Cl)c4)c3c2)o1. Drug 2: Cn1cc(-c2cnn3c(N)c(Br)c(C4CCCNC4)nc23)cn1. Cell line: ES2. Synergy scores: synergy=-7.61. (4) Drug 1: COc1cccc2c1C(=O)c1c(O)c3c(c(O)c1C2=O)CC(O)(C(=O)CO)CC3OC1CC(N)C(O)C(C)O1. Drug 2: Cc1nc(Nc2ncc(C(=O)Nc3c(C)cccc3Cl)s2)cc(N2CCN(CCO)CC2)n1. Cell line: UWB1289BRCA1. Synergy scores: synergy=1.92. (5) Drug 1: N#Cc1ccc(Cn2cncc2CN2CCN(c3cccc(Cl)c3)C(=O)C2)cc1. Drug 2: O=C(O)C1(Cc2cccc(Nc3nccs3)n2)CCC(Oc2cccc(Cl)c2F)CC1. Cell line: ZR751. Synergy scores: synergy=-10.6.